This data is from Full USPTO retrosynthesis dataset with 1.9M reactions from patents (1976-2016). The task is: Predict the reactants needed to synthesize the given product. Given the product [CH2:1]([O:8][C:9]1[CH:10]=[CH:11][C:12]([C@@H:20]([O:57][Si:58]([CH3:64])([CH3:63])[C:59]([CH3:62])([CH3:61])[CH3:60])[CH2:21][N:22]([C:50]([O:52][C:53]([CH3:56])([CH3:54])[CH3:55])=[O:51])[CH2:23][CH2:24][CH2:25][CH2:26][CH2:27][O:28][C:29]([NH:31][C:32]2[CH:33]=[C:34]([C:38]([OH:49])([C:43]3[CH:44]=[CH:45][CH:46]=[CH:47][CH:48]=3)[C:39]([OH:41])=[O:40])[CH:35]=[CH:36][CH:37]=2)=[O:30])=[C:13]2[C:18]=1[NH:17][C:16](=[O:19])[CH:15]=[CH:14]2)[C:2]1[CH:7]=[CH:6][CH:5]=[CH:4][CH:3]=1, predict the reactants needed to synthesize it. The reactants are: [CH2:1]([O:8][C:9]1[CH:10]=[CH:11][C:12]([C@@H:20]([O:57][Si:58]([CH3:64])([CH3:63])[C:59]([CH3:62])([CH3:61])[CH3:60])[CH2:21][N:22]([C:50]([O:52][C:53]([CH3:56])([CH3:55])[CH3:54])=[O:51])[CH2:23][CH2:24][CH2:25][CH2:26][CH2:27][O:28][C:29]([NH:31][C:32]2[CH:33]=[C:34]([C:38]([OH:49])([C:43]3[CH:48]=[CH:47][CH:46]=[CH:45][CH:44]=3)[C:39]([O:41]C)=[O:40])[CH:35]=[CH:36][CH:37]=2)=[O:30])=[C:13]2[C:18]=1[NH:17][C:16](=[O:19])[CH:15]=[CH:14]2)[C:2]1[CH:7]=[CH:6][CH:5]=[CH:4][CH:3]=1.[Li+].[OH-].Cl.